Predict the reactants needed to synthesize the given product. From a dataset of Full USPTO retrosynthesis dataset with 1.9M reactions from patents (1976-2016). (1) Given the product [CH:5]1[S:1][CH:2]=[C:3]2[C:4]=1[CH:6]=[C:14]([C:15]([O:17][CH3:18])=[O:16])[N:13]=[CH:8]2, predict the reactants needed to synthesize it. The reactants are: [S:1]1[CH:5]=[C:4]([CH:6]=O)[C:3]([CH:8]=O)=[CH:2]1.C([NH:13][CH:14](P(OC)(OC)=O)[C:15]([O:17][CH3:18])=[O:16])(=O)C.C1CCN2C(=NCCC2)CC1.S1C=CC=C1.FC(F)(F)C(OC(=O)C(F)(F)F)=O. (2) Given the product [F:79][C:51]1([F:50])[CH2:55][NH:54][C@H:53]([C:63]2[NH:64][C:65](=[O:78])[C:66]3[O:71][C:70]4[CH:72]=[CH:73][C:74]([O:76][CH3:77])=[CH:75][C:69]=4[C:67]=3[N:68]=2)[CH2:52]1, predict the reactants needed to synthesize it. The reactants are: BrC1C=CC2OC3C(=O)NC(C4CCNCC4)=NC=3C=2C=1.BrC1C=CC2OC3C(=O)NC(C4CCN(C(OC(C)(C)C)=O)CC4)=NC=3C=2C=1.[F:50][C:51]1([F:79])[CH2:55][N:54](C(OC(C)(C)C)=O)[C@@H:53]([C:63]2[NH:64][C:65](=[O:78])[C:66]3[O:71][C:70]4[CH:72]=[CH:73][C:74]([O:76][CH3:77])=[CH:75][C:69]=4[C:67]=3[N:68]=2)[CH2:52]1. (3) Given the product [F:15][C:13]1[CH:12]=[C:4]([CH:3]=[C:2]([F:1])[CH:14]=1)[O:5][CH:6]([C:7]1[NH:11][CH2:10][CH2:9][N:8]=1)[CH3:16], predict the reactants needed to synthesize it. The reactants are: [F:1][C:2]1[CH:3]=[C:4]([CH:12]=[C:13]([F:15])[CH:14]=1)[O:5][CH2:6][C:7]1[NH:8][CH2:9][CH2:10][N:11]=1.[CH3:16]N(C)CCN(C)C.C[Si](OS(C(F)(F)F)(=O)=O)(C)C.C([Li])CCC.CI. (4) Given the product [CH3:1][O:2][C:3]1[CH:4]=[C:5]2[C:10](=[CH:11][C:12]=1[O:13][CH3:14])[NH:9][C:8](=[O:15])[CH:7]([C:16]([OH:18])=[O:17])[CH2:6]2, predict the reactants needed to synthesize it. The reactants are: [CH3:1][O:2][C:3]1[CH:4]=[C:5]2[C:10](=[CH:11][C:12]=1[O:13][CH3:14])[NH:9][C:8](=[O:15])[CH:7]([C:16]([O:18]CC)=[O:17])[CH2:6]2.CO.O.[OH-].[Li+]. (5) Given the product [CH:20]1([N:26]2[C:30]([NH:31][C:10]([C:8]3[C:7]([NH:13][C:14]4[CH:15]=[N:16][CH:17]=[N:18][CH:19]=4)=[CH:6][CH:5]=[C:4]([CH:1]4[CH2:2][CH2:3]4)[N:9]=3)=[O:12])=[CH:29][C:28]([C:32]3[CH:37]=[CH:36][CH:35]=[CH:34][N:33]=3)=[N:27]2)[CH2:25][CH2:24][CH2:23][CH2:22][CH2:21]1, predict the reactants needed to synthesize it. The reactants are: [CH:1]1([C:4]2[N:9]=[C:8]([C:10]([OH:12])=O)[C:7]([NH:13][C:14]3[CH:15]=[N:16][CH:17]=[N:18][CH:19]=3)=[CH:6][CH:5]=2)[CH2:3][CH2:2]1.[CH:20]1([N:26]2[C:30]([NH2:31])=[CH:29][C:28]([C:32]3[CH:37]=[CH:36][CH:35]=[CH:34][N:33]=3)=[N:27]2)[CH2:25][CH2:24][CH2:23][CH2:22][CH2:21]1.C(N(C(C)C)C(C)C)C.CCCP(=O)=O. (6) Given the product [NH2:46][C:39]1[CH:40]=[C:41]([O:44][CH3:45])[CH:42]=[CH:43][C:38]=1[NH:37][C:35]([C:34]1[CH:47]=[CH:48][C:31]([CH2:30][NH:29][C:26]([C:22]2[C:23]3[C:18](=[CH:17][C:16]([O:15][C:6]4[C:5]5[C:10](=[CH:11][C:12]([O:13][CH3:14])=[C:3]([O:2][CH3:1])[CH:4]=5)[N:9]=[CH:8][N:7]=4)=[CH:25][CH:24]=3)[CH:19]=[CH:20][CH:21]=2)=[O:27])=[CH:32][CH:33]=1)=[O:36], predict the reactants needed to synthesize it. The reactants are: [CH3:1][O:2][C:3]1[CH:4]=[C:5]2[C:10](=[CH:11][C:12]=1[O:13][CH3:14])[N:9]=[CH:8][N:7]=[C:6]2[O:15][C:16]1[CH:17]=[C:18]2[C:23](=[CH:24][CH:25]=1)[C:22]([C:26](O)=[O:27])=[CH:21][CH:20]=[CH:19]2.[NH2:29][CH2:30][C:31]1[CH:48]=[CH:47][C:34]([C:35]([NH:37][C:38]2[CH:43]=[CH:42][C:41]([O:44][CH3:45])=[CH:40][C:39]=2[NH2:46])=[O:36])=[CH:33][CH:32]=1. (7) Given the product [O:21]1[C:25]2[CH:26]=[CH:27][CH:28]=[CH:29][C:24]=2[CH:23]=[C:22]1[S:30]([NH:1][C:2]1[CH:7]=[C:6]([F:8])[CH:5]=[CH:4][C:3]=1[S:9][CH2:10][C:11]1[CH:20]=[CH:19][C:14]([C:15]([O:17][CH3:18])=[O:16])=[CH:13][CH:12]=1)(=[O:32])=[O:31], predict the reactants needed to synthesize it. The reactants are: [NH2:1][C:2]1[CH:7]=[C:6]([F:8])[CH:5]=[CH:4][C:3]=1[S:9][CH2:10][C:11]1[CH:20]=[CH:19][C:14]([C:15]([O:17][CH3:18])=[O:16])=[CH:13][CH:12]=1.[O:21]1[C:25]2[CH:26]=[CH:27][CH:28]=[CH:29][C:24]=2[CH:23]=[C:22]1[S:30](Cl)(=[O:32])=[O:31].